From a dataset of NCI-60 drug combinations with 297,098 pairs across 59 cell lines. Regression. Given two drug SMILES strings and cell line genomic features, predict the synergy score measuring deviation from expected non-interaction effect. (1) Drug 1: CC=C1C(=O)NC(C(=O)OC2CC(=O)NC(C(=O)NC(CSSCCC=C2)C(=O)N1)C(C)C)C(C)C. Drug 2: CN(C(=O)NC(C=O)C(C(C(CO)O)O)O)N=O. Cell line: MALME-3M. Synergy scores: CSS=54.3, Synergy_ZIP=2.48, Synergy_Bliss=-1.28, Synergy_Loewe=-48.3, Synergy_HSA=-1.58. (2) Drug 1: C1=CC(=C2C(=C1NCCNCCO)C(=O)C3=C(C=CC(=C3C2=O)O)O)NCCNCCO. Drug 2: C1C(C(OC1N2C=NC3=C(N=C(N=C32)Cl)N)CO)O. Cell line: SK-MEL-5. Synergy scores: CSS=29.9, Synergy_ZIP=4.45, Synergy_Bliss=7.92, Synergy_Loewe=-0.224, Synergy_HSA=6.74. (3) Synergy scores: CSS=5.28, Synergy_ZIP=0.0480, Synergy_Bliss=3.62, Synergy_Loewe=-4.59, Synergy_HSA=-2.26. Cell line: ACHN. Drug 1: CS(=O)(=O)OCCCCOS(=O)(=O)C. Drug 2: C1CC(=O)NC(=O)C1N2C(=O)C3=CC=CC=C3C2=O. (4) Drug 1: CC1=C(N=C(N=C1N)C(CC(=O)N)NCC(C(=O)N)N)C(=O)NC(C(C2=CN=CN2)OC3C(C(C(C(O3)CO)O)O)OC4C(C(C(C(O4)CO)O)OC(=O)N)O)C(=O)NC(C)C(C(C)C(=O)NC(C(C)O)C(=O)NCCC5=NC(=CS5)C6=NC(=CS6)C(=O)NCCC[S+](C)C)O. Drug 2: C1C(C(OC1N2C=NC(=NC2=O)N)CO)O. Cell line: SNB-19. Synergy scores: CSS=25.1, Synergy_ZIP=4.49, Synergy_Bliss=6.25, Synergy_Loewe=3.74, Synergy_HSA=8.49. (5) Drug 2: CC12CCC3C(C1CCC2OP(=O)(O)O)CCC4=C3C=CC(=C4)OC(=O)N(CCCl)CCCl.[Na+]. Cell line: MCF7. Synergy scores: CSS=35.4, Synergy_ZIP=4.07, Synergy_Bliss=2.43, Synergy_Loewe=-29.9, Synergy_HSA=-3.28. Drug 1: C1=NC2=C(N1)C(=S)N=C(N2)N. (6) Drug 1: CS(=O)(=O)C1=CC(=C(C=C1)C(=O)NC2=CC(=C(C=C2)Cl)C3=CC=CC=N3)Cl. Drug 2: CC12CCC3C(C1CCC2OP(=O)(O)O)CCC4=C3C=CC(=C4)OC(=O)N(CCCl)CCCl.[Na+]. Cell line: SF-268. Synergy scores: CSS=-6.76, Synergy_ZIP=0.0870, Synergy_Bliss=-5.09, Synergy_Loewe=-8.82, Synergy_HSA=-8.06.